This data is from Catalyst prediction with 721,799 reactions and 888 catalyst types from USPTO. The task is: Predict which catalyst facilitates the given reaction. (1) Reactant: [OH:1][C:2]1[CH:9]=[C:8]([O:10][CH3:11])[C:7]([CH3:12])=[CH:6][C:3]=1[CH:4]=[O:5].[CH:13]([Mg]Cl)([CH3:15])[CH3:14]. Product: [OH:5][CH:4]([C:3]1[CH:6]=[C:7]([CH3:12])[C:8]([O:10][CH3:11])=[CH:9][C:2]=1[OH:1])[CH:13]([CH3:15])[CH3:14]. The catalyst class is: 1. (2) Reactant: [N:1]1([C:10]2[S:14][C:13]([C:15]([O:17][CH3:18])=[O:16])=[C:12]([OH:19])[CH:11]=2)[C:5]2[CH:6]=[CH:7][CH:8]=[CH:9][C:4]=2[N:3]=[CH:2]1.C(N(CC)C(C)C)(C)C.C1(N[S:36]([C:39]([F:42])([F:41])[F:40])(=[O:38])=[O:37])C=CC=CC=1. Product: [N:1]1([C:10]2[S:14][C:13]([C:15]([O:17][CH3:18])=[O:16])=[C:12]([O:19][S:36]([C:39]([F:42])([F:41])[F:40])(=[O:38])=[O:37])[CH:11]=2)[C:5]2[CH:6]=[CH:7][CH:8]=[CH:9][C:4]=2[N:3]=[CH:2]1. The catalyst class is: 614. (3) Reactant: [O:1]=[C:2]([CH2:8][CH3:9])[CH2:3][C:4]([O:6][CH3:7])=[O:5].[N:10]1([C:15]2[CH:22]=[CH:21][C:18]([CH:19]=O)=[CH:17][CH:16]=2)[CH:14]=[CH:13][CH:12]=[N:11]1.N1CCCCC1.C(O)(=O)C. The catalyst class is: 638. Product: [N:10]1([C:15]2[CH:22]=[CH:21][C:18]([CH:19]=[C:3]([C:2](=[O:1])[CH2:8][CH3:9])[C:4]([O:6][CH3:7])=[O:5])=[CH:17][CH:16]=2)[CH:14]=[CH:13][CH:12]=[N:11]1. (4) Reactant: [C:1]([O:5][C:6](=[O:21])[C@H:7]([CH2:16][CH2:17][C:18]([OH:20])=[O:19])[NH:8][C:9]([O:11][C:12]([CH3:15])([CH3:14])[CH3:13])=[O:10])([CH3:4])([CH3:3])[CH3:2].[N+](=[CH2:24])=[N-]. Product: [C:1]([O:5][C:6](=[O:21])[C@H:7]([CH2:16][CH2:17][C:18]([O:20][CH3:24])=[O:19])[NH:8][C:9]([O:11][C:12]([CH3:13])([CH3:14])[CH3:15])=[O:10])([CH3:2])([CH3:3])[CH3:4]. The catalyst class is: 5. (5) Reactant: [Br:1][C:2]1[C:3]([CH3:10])=[C:4]([CH:7]=[CH:8][CH:9]=1)[NH:5][CH3:6].C(N(C(C)C)CC)(C)C.ClCCl.[CH:23]1([C:29](Cl)=[O:30])[CH2:28][CH2:27][CH2:26][CH2:25][CH2:24]1. Product: [Br:1][C:2]1[C:3]([CH3:10])=[C:4]([N:5]([CH3:6])[C:29]([CH:23]2[CH2:28][CH2:27][CH2:26][CH2:25][CH2:24]2)=[O:30])[CH:7]=[CH:8][CH:9]=1. The catalyst class is: 13. (6) Reactant: C([O:4][CH2:5][CH2:6][C:7]([F:15])([F:14])[C:8]1[CH:13]=[CH:12][CH:11]=[CH:10][CH:9]=1)(=O)C.C(O)C.[OH-].[Na+]. Product: [F:14][C:7]([F:15])([C:8]1[CH:13]=[CH:12][CH:11]=[CH:10][CH:9]=1)[CH2:6][CH2:5][OH:4]. The catalyst class is: 2. (7) Reactant: [C:1]([O:5][C:6](=[O:24])[NH:7][C@H:8]1[CH2:12][CH2:11][N:10]([CH2:13][C:14]2[CH:19]=C[C:17](C#N)=[C:16](N)[CH:15]=2)[C:9]1=[O:23])([CH3:4])([CH3:3])[CH3:2].[N:25]1[CH:30]=[N:29][CH:28]=[N:27][CH:26]=1.C(O)(=O)C. Product: [C:1]([O:5][C:6](=[O:24])[NH:7][C@H:8]1[CH2:12][CH2:11][N:10]([CH2:13][C:14]2[CH:19]=[C:26]3[C:17]([C:30]([NH2:25])=[N:29][CH:28]=[N:27]3)=[CH:16][CH:15]=2)[C:9]1=[O:23])([CH3:4])([CH3:2])[CH3:3]. The catalyst class is: 8. (8) Reactant: C(O)(C(F)(F)F)=O.[N:8]1[CH:13]=[CH:12][C:11]([N:14]2[CH2:42][CH2:41][C:17]3([CH2:22][CH2:21][N:20]([C:23]([C:25]4[N:26]=[C:27]5[CH2:32][N:31](C(OC(C)(C)C)=O)[CH2:30][CH2:29][N:28]5[CH:40]=4)=[O:24])[CH2:19][CH2:18]3)[CH2:16][CH2:15]2)=[CH:10][CH:9]=1. Product: [N:8]1[CH:13]=[CH:12][C:11]([N:14]2[CH2:42][CH2:41][C:17]3([CH2:18][CH2:19][N:20]([C:23]([C:25]4[N:26]=[C:27]5[CH2:32][NH:31][CH2:30][CH2:29][N:28]5[CH:40]=4)=[O:24])[CH2:21][CH2:22]3)[CH2:16][CH2:15]2)=[CH:10][CH:9]=1. The catalyst class is: 2.